From a dataset of Full USPTO retrosynthesis dataset with 1.9M reactions from patents (1976-2016). Predict the reactants needed to synthesize the given product. Given the product [ClH:8].[Br:1][C:2]1[CH:10]=[CH:9][C:5]([C:6]([NH:23][CH2:22][C:21]2[CH:24]=[CH:25][CH:26]=[C:19]([O:18][CH:15]3[CH2:16][CH2:17][N:12]([CH3:11])[CH2:13][CH2:14]3)[CH:20]=2)=[O:7])=[CH:4][CH:3]=1, predict the reactants needed to synthesize it. The reactants are: [Br:1][C:2]1[CH:10]=[CH:9][C:5]([C:6]([Cl:8])=[O:7])=[CH:4][CH:3]=1.[CH3:11][N:12]1[CH2:17][CH2:16][CH:15]([O:18][C:19]2[CH:20]=[C:21]([CH:24]=[CH:25][CH:26]=2)[CH2:22][NH2:23])[CH2:14][CH2:13]1.